The task is: Regression. Given a peptide amino acid sequence and an MHC pseudo amino acid sequence, predict their binding affinity value. This is MHC class II binding data.. This data is from Peptide-MHC class II binding affinity with 134,281 pairs from IEDB. (1) The peptide sequence is YDIFLANVSTVLTGK. The MHC is DRB1_0101 with pseudo-sequence DRB1_0101. The binding affinity (normalized) is 1.00. (2) The peptide sequence is FFGQNTAAIAATEAQ. The MHC is HLA-DPA10301-DPB10402 with pseudo-sequence HLA-DPA10301-DPB10402. The binding affinity (normalized) is 0.131. (3) The peptide sequence is EALIHQLKINPYVLS. The MHC is H-2-IAb with pseudo-sequence H-2-IAb. The binding affinity (normalized) is 0.252. (4) The peptide sequence is ASAAALAGDAAGAWR. The MHC is HLA-DQA10501-DQB10201 with pseudo-sequence HLA-DQA10501-DQB10201. The binding affinity (normalized) is 0.555.